Dataset: Forward reaction prediction with 1.9M reactions from USPTO patents (1976-2016). Task: Predict the product of the given reaction. (1) Given the reactants [H-].[Na+].C[C:4](P(OC)(O)=O)([C:6]([O-:8])=[O:7])[CH3:5].O=C1[CH2:20][CH2:19][CH:18]([C:21]2[N:26]=[CH:25][C:24]([NH:27][C:28](=[O:37])[O:29][CH2:30][C:31]3[CH:36]=[CH:35][CH:34]=[CH:33][CH:32]=3)=[CH:23][CH:22]=2)[CH2:17][CH2:16]1.O.[CH2:39]1COCC1, predict the reaction product. The product is: [CH2:30]([O:29][C:28]([NH:27][C:24]1[CH:23]=[CH:22][C:21]([CH:18]2[CH2:19][CH2:20][C:5](=[CH:4][C:6]([O:8][CH3:39])=[O:7])[CH2:16][CH2:17]2)=[N:26][CH:25]=1)=[O:37])[C:31]1[CH:32]=[CH:33][CH:34]=[CH:35][CH:36]=1. (2) Given the reactants [NH2:1][C:2]1[CH:3]=[CH:4][C:5]([F:18])=[C:6]([C@:8]2([CH3:17])[C:13]([F:15])([F:14])[CH2:12][O:11][C:10]([NH2:16])=[N:9]2)[CH:7]=1.[Cl:19][C:20]1[C:21]([C:27](O)=[O:28])=[N:22][CH:23]=[C:24]([Cl:26])[CH:25]=1, predict the reaction product. The product is: [NH2:16][C:10]1[O:11][CH2:12][C:13]([F:14])([F:15])[C@:8]([C:6]2[CH:7]=[C:2]([NH:1][C:27]([C:21]3[C:20]([Cl:19])=[CH:25][C:24]([Cl:26])=[CH:23][N:22]=3)=[O:28])[CH:3]=[CH:4][C:5]=2[F:18])([CH3:17])[N:9]=1.